Dataset: Full USPTO retrosynthesis dataset with 1.9M reactions from patents (1976-2016). Task: Predict the reactants needed to synthesize the given product. (1) Given the product [CH2:1]([O:5][CH2:6][CH2:7][O:8][C:9]1[CH:10]=[CH:11][C:12]([C:15]2[CH:20]=[CH:19][C:18]([N:21]3[CH2:26][CH2:25][CH2:24][CH:23]([CH3:27])[CH2:22]3)=[C:17](/[CH:28]=[CH:29]/[C:30]([NH:59][C:58]3[CH:60]=[CH:61][C:55]([S@:53]([CH2:52][C:51]4[N:47]([CH2:44][CH2:45][CH3:46])[CH:48]=[N:49][CH:50]=4)=[O:54])=[CH:56][CH:57]=3)=[O:31])[CH:16]=2)=[CH:13][CH:14]=1)[CH2:2][CH2:3][CH3:4], predict the reactants needed to synthesize it. The reactants are: [CH2:1]([O:5][CH2:6][CH2:7][O:8][C:9]1[CH:14]=[CH:13][C:12]([C:15]2[CH:20]=[CH:19][C:18]([N:21]3[CH2:26][CH2:25][CH2:24][CH:23]([CH3:27])[CH2:22]3)=[C:17](/[CH:28]=[CH:29]/[C:30](O)=[O:31])[CH:16]=2)=[CH:11][CH:10]=1)[CH2:2][CH2:3][CH3:4].CN(C=O)C.C(Cl)(=O)C(Cl)=O.[CH2:44]([N:47]1[C:51]([CH2:52][S@@:53]([C:55]2[CH:61]=[CH:60][C:58]([NH2:59])=[CH:57][CH:56]=2)=[O:54])=[CH:50][N:49]=[CH:48]1)[CH2:45][CH3:46]. (2) Given the product [CH3:20][O:21][C:22]([CH:24]1[CH2:28][CH:27]([OH:29])[CH2:26][N:25]1[C:17]([C:15]1[CH:16]=[C:11]([C:5]2[CH:4]=[C:3]([CH2:1][CH3:2])[C:8](=[O:9])[NH:7][C:6]=2[CH3:10])[CH:12]=[N:13][CH:14]=1)=[O:19])=[O:23], predict the reactants needed to synthesize it. The reactants are: [CH2:1]([C:3]1[C:8](=[O:9])[NH:7][C:6]([CH3:10])=[C:5]([C:11]2[CH:12]=[N:13][CH:14]=[C:15]([C:17]([OH:19])=O)[CH:16]=2)[CH:4]=1)[CH3:2].[CH3:20][O:21][C:22]([CH:24]1[CH2:28][CH:27]([OH:29])[CH2:26][NH:25]1)=[O:23]. (3) The reactants are: [CH3:1][C:2]1[CH:3]=[CH:4][CH:5]=[C:6]2[C:10]=1[NH:9][CH:8]=[CH:7]2.N1C=CC=CC=1.[Cl:17][C:18]([Cl:23])([Cl:22])[C:19](Cl)=[O:20].CCOC(C)=O. Given the product [Cl:17][C:18]([Cl:23])([Cl:22])[C:19]([C:7]1[C:6]2[C:10](=[C:2]([CH3:1])[CH:3]=[CH:4][CH:5]=2)[NH:9][CH:8]=1)=[O:20], predict the reactants needed to synthesize it. (4) Given the product [CH2:24]([N:21]([CH2:22][CH3:23])[CH2:20][CH2:19][N:18]([CH2:17][CH2:16][N:15]([CH2:26][CH3:27])[CH2:13][CH3:14])[C:1](=[O:12])/[CH:2]=[CH:3]/[CH2:4][CH2:5][CH2:6][CH2:7][CH2:8][CH2:9][CH3:10])[CH3:25], predict the reactants needed to synthesize it. The reactants are: [C:1]([OH:12])(=O)/[CH:2]=[CH:3]/[CH2:4][CH2:5][CH2:6][CH2:7][CH2:8][CH2:9][CH3:10].[CH2:13]([N:15]([CH2:26][CH3:27])[CH2:16][CH2:17][NH:18][CH2:19][CH2:20][N:21]([CH2:24][CH3:25])[CH2:22][CH3:23])[CH3:14]. (5) Given the product [Cl:1][C:2]1[CH:7]=[CH:6][C:5]([S:8]([N:11]([CH2:21][C:22]2[CH:23]=[CH:24][C:25]([CH2:26][OH:27])=[CH:30][CH:31]=2)[C@H:12]([C:15]2[CH:20]=[CH:19][CH:18]=[CH:17][CH:16]=2)[CH2:13][CH3:14])(=[O:9])=[O:10])=[CH:4][CH:3]=1, predict the reactants needed to synthesize it. The reactants are: [Cl:1][C:2]1[CH:7]=[CH:6][C:5]([S:8]([N:11]([CH2:21][C:22]2[CH:31]=[CH:30][C:25]([C:26](OC)=[O:27])=[CH:24][CH:23]=2)[C@H:12]([C:15]2[CH:20]=[CH:19][CH:18]=[CH:17][CH:16]=2)[CH2:13][CH3:14])(=[O:10])=[O:9])=[CH:4][CH:3]=1.[H-].[H-].[H-].[H-].[Al+3].[Li+].O.[OH-].[Na+]. (6) The reactants are: Br[C:2]1[CH:3]=[C:4]2[C:9](=[CH:10][CH:11]=1)[NH:8][C:7](=[O:12])[CH2:6][CH2:5]2.C([Li])CCC.[C:18](=[O:20])=[O:19]. Given the product [O:12]=[C:7]1[CH2:6][CH2:5][C:4]2[C:9](=[CH:10][CH:11]=[C:2]([C:18]([OH:20])=[O:19])[CH:3]=2)[NH:8]1, predict the reactants needed to synthesize it. (7) Given the product [C:20]1([C:18]2[O:36][C:15]([CH2:14][N:11]3[CH2:12][CH2:13][CH2:9][CH2:10]3)=[C:16]([C:26]([OH:28])=[O:27])[N:17]=2)[CH:25]=[CH:24][CH:23]=[CH:22][CH:21]=1, predict the reactants needed to synthesize it. The reactants are: C(OC(N1[CH2:13][CH2:12][N:11]([CH2:14][C:15]2S[C:18]([C:20]3[CH:25]=[CH:24][CH:23]=[CH:22][CH:21]=3)=[N:17][C:16]=2[C:26]([OH:28])=[O:27])[CH2:10][CH2:9]1)=O)(C)(C)C.N1(C(OC(C)(C)C)=[O:36])CCNCC1.